Dataset: Reaction yield outcomes from USPTO patents with 853,638 reactions. Task: Predict the reaction yield, written as a fraction of the theoretical maximum amount of product (1.0 means a 100% yield; for example, 0.34 means a 34% yield). (1) The reactants are [CH2:1]([N:8]1[C:20]2[CH:19]=[C:18](C(OC)=O)[CH:17]=[CH:16][C:15]=2[C:14]2[C:9]1=[CH:10][C:11]([C:27]1[C:28]([CH3:33])=[N:29][O:30][C:31]=1[CH3:32])=[CH:12][C:13]=2[C:25]#[N:26])[C:2]1[CH:7]=[CH:6][CH:5]=[CH:4][CH:3]=1.[CH3:34][Li].C([O:38][CH2:39][CH3:40])C. The catalyst is O1CCCC1. The product is [CH2:1]([N:8]1[C:9]2[CH:10]=[C:11]([C:27]3[C:28]([CH3:33])=[N:29][O:30][C:31]=3[CH3:32])[CH:12]=[C:13]([C:25]#[N:26])[C:14]=2[C:15]2[C:20]1=[CH:19][C:18]([C:39]([OH:38])([CH3:40])[CH3:34])=[CH:17][CH:16]=2)[C:2]1[CH:3]=[CH:4][CH:5]=[CH:6][CH:7]=1. The yield is 0.602. (2) The reactants are [Cl:1][C:2]1[N:3]=[CH:4][C:5]2[NH:11][C:10](=[O:12])[CH2:9][CH2:8][N:7]([CH:13]3[CH2:17][CH2:16][CH2:15][CH2:14]3)[C:6]=2[N:18]=1.[CH3:19]I.[H-].[Na+]. The catalyst is CN(C=O)C. The product is [Cl:1][C:2]1[N:3]=[CH:4][C:5]2[N:11]([CH3:19])[C:10](=[O:12])[CH2:9][CH2:8][N:7]([CH:13]3[CH2:17][CH2:16][CH2:15][CH2:14]3)[C:6]=2[N:18]=1. The yield is 0.750. (3) The reactants are [C:1]1([C:7]([C:11]2[CH:16]=[CH:15][CH:14]=[CH:13][CH:12]=2)=CC#N)[CH:6]=[CH:5][CH:4]=[CH:3][CH:2]=1.[OH-:17].[Na+].Cl.[CH2:20]([OH:23])[CH2:21]O. The catalyst is O. The product is [C:1]1([C:7]([C:11]2[CH:16]=[CH:15][CH:14]=[CH:13][CH:12]=2)=[CH:21][C:20]([OH:23])=[O:17])[CH:6]=[CH:5][CH:4]=[CH:3][CH:2]=1. The yield is 0.810. (4) The reactants are [N+:1]([C:4]1[CH:37]=[CH:36][C:7]([O:8][CH2:9][C:10]2[N:14]([CH2:15][CH2:16][CH2:17][CH:18]3[CH2:23][CH2:22][CH2:21][N:20]([C:24]([O:26][C:27]([CH3:30])([CH3:29])[CH3:28])=[O:25])[CH2:19]3)[C:13]3[CH:31]=[CH:32][CH:33]=[C:34]([CH3:35])[C:12]=3[N:11]=2)=[CH:6][CH:5]=1)([O-])=O. The catalyst is [Pd].C(O)C. The product is [NH2:1][C:4]1[CH:5]=[CH:6][C:7]([O:8][CH2:9][C:10]2[N:14]([CH2:15][CH2:16][CH2:17][CH:18]3[CH2:23][CH2:22][CH2:21][N:20]([C:24]([O:26][C:27]([CH3:29])([CH3:30])[CH3:28])=[O:25])[CH2:19]3)[C:13]3[CH:31]=[CH:32][CH:33]=[C:34]([CH3:35])[C:12]=3[N:11]=2)=[CH:36][CH:37]=1. The yield is 0.830. (5) The reactants are [C:1]([OH:7])([C:3]([F:6])([F:5])[F:4])=[O:2].[Br:8][C:9]1[CH:34]=[N:33][C:12]2[N:13]=[C:14]([NH:20][CH2:21][CH:22]3[CH2:25][N:24](C(OC(C)(C)C)=O)[CH2:23]3)[C:15]3[N:16]([CH:17]=[N:18][N:19]=3)[C:11]=2[CH:10]=1. The catalyst is C(Cl)Cl. The product is [F:4][C:3]([F:6])([F:5])[C:1]([OH:7])=[O:2].[NH:24]1[CH2:25][CH:22]([CH2:21][NH:20][C:14]2[C:15]3[N:16]([CH:17]=[N:18][N:19]=3)[C:11]3[CH:10]=[C:9]([Br:8])[CH:34]=[N:33][C:12]=3[N:13]=2)[CH2:23]1. The yield is 0.0300. (6) The reactants are [OH:1][CH:2]1[CH2:11][C:10]2[C:9]([NH:12][C:13](=[O:21])[C:14]3[CH:19]=[CH:18][C:17](I)=[CH:16][CH:15]=3)=[CH:8][CH:7]=[CH:6][C:5]=2[CH2:4][CH2:3]1.CN(C=O)C.[F:27][C:28]1[CH:29]=[C:30](B(O)O)[CH:31]=[CH:32][C:33]=1[F:34].C(=O)([O-])[O-].[Na+].[Na+]. The catalyst is C1C=CC([P]([Pd]([P](C2C=CC=CC=2)(C2C=CC=CC=2)C2C=CC=CC=2)([P](C2C=CC=CC=2)(C2C=CC=CC=2)C2C=CC=CC=2)[P](C2C=CC=CC=2)(C2C=CC=CC=2)C2C=CC=CC=2)(C2C=CC=CC=2)C2C=CC=CC=2)=CC=1.O. The product is [F:27][C:28]1[CH:29]=[C:30]([C:17]2[CH:18]=[CH:19][C:14]([C:13]([NH:12][C:9]3[C:10]4[CH2:11][CH:2]([OH:1])[CH2:3][CH2:4][C:5]=4[CH:6]=[CH:7][CH:8]=3)=[O:21])=[CH:15][CH:16]=2)[CH:31]=[CH:32][C:33]=1[F:34]. The yield is 0.540.